From a dataset of Full USPTO retrosynthesis dataset with 1.9M reactions from patents (1976-2016). Predict the reactants needed to synthesize the given product. (1) Given the product [F:1][C:2]1[CH:3]=[C:4]2[C:11](=[CH:12][CH:13]=1)[CH2:14][NH:7][CH:6]([C:8]([OH:10])=[O:9])[CH2:5]2, predict the reactants needed to synthesize it. The reactants are: [F:1][C:2]1[CH:3]=[C:4]([CH:11]=[CH:12][CH:13]=1)[CH2:5][CH:6]([C:8]([OH:10])=[O:9])[NH2:7].[CH2:14]=O. (2) Given the product [CH2:1]([O:8][C:9]1[C:14](=[O:15])[N:13]=[C:12]([CH2:16][C:17]2[CH:22]=[CH:21][C:20]([Cl:23])=[CH:19][C:18]=2[C:37]2[CH:38]=[CH:39][C:34]([Cl:33])=[CH:35][CH:36]=2)[N:11]2[CH2:25][CH2:26][N:27]([CH:30]([CH3:32])[CH3:31])[C:28](=[O:29])[C:10]=12)[C:2]1[CH:7]=[CH:6][CH:5]=[CH:4][CH:3]=1, predict the reactants needed to synthesize it. The reactants are: [CH2:1]([O:8][C:9]1[C:14](=[O:15])[N:13]=[C:12]([CH2:16][C:17]2[CH:22]=[CH:21][C:20]([Cl:23])=[CH:19][C:18]=2Br)[N:11]2[CH2:25][CH2:26][N:27]([CH:30]([CH3:32])[CH3:31])[C:28](=[O:29])[C:10]=12)[C:2]1[CH:7]=[CH:6][CH:5]=[CH:4][CH:3]=1.[Cl:33][C:34]1[CH:39]=[CH:38][C:37](B(O)O)=[CH:36][CH:35]=1.C([O-])([O-])=O.[K+].[K+].C1(P(C2CCCCC2)C2C=CC=CC=2C2C(OC)=CC=CC=2OC)CCCCC1. (3) Given the product [OH:20][C:21]1[CH:22]=[C:23]([CH:26]=[CH:27][CH:28]=1)[CH2:24][NH:25][C:5]1[C:4]2[N:8]=[CH:9][N:10]([C:3]=2[N:2]=[CH:1][N:6]=1)[C@@H:11]1[O:15][C@H:14]([CH2:16][OH:17])[C@@H:13]([OH:18])[C@H:12]1[OH:19], predict the reactants needed to synthesize it. The reactants are: [CH:1]1[N:6]=[C:5](Cl)[C:4]2[N:8]=[CH:9][N:10]([C@@H:11]3[O:15][C@H:14]([CH2:16][OH:17])[C@@H:13]([OH:18])[C@H:12]3[OH:19])[C:3]=2[N:2]=1.[OH:20][C:21]1[CH:22]=[C:23]([CH:26]=[CH:27][CH:28]=1)[CH2:24][NH2:25].C(N(C(C)C)CC)(C)C. (4) The reactants are: [C:1]([O:5][C:6](=[O:18])[NH:7][C@@H:8]([CH2:11][CH:12]1[CH2:17][CH2:16][CH2:15][CH2:14][O:13]1)[CH2:9][OH:10])([CH3:4])([CH3:3])[CH3:2].Cl([O-])=[O:20].[Na+].Cl[O-].[Na+].S([O-])([O-])=O.[Na+].[Na+]. Given the product [C:1]([O:5][C:6]([NH:7][C@@H:8]([CH2:11][CH:12]1[CH2:17][CH2:16][CH2:15][CH2:14][O:13]1)[C:9]([OH:20])=[O:10])=[O:18])([CH3:4])([CH3:2])[CH3:3], predict the reactants needed to synthesize it. (5) Given the product [CH3:20][C:19]1[C:14]([C:6]2[CH:7]=[C:8]([C:9]3[NH:13][CH:12]=[N:11][N:10]=3)[N:4]([CH2:1][CH2:2][CH3:3])[CH:5]=2)=[CH:15][C:16]([NH:21][C:22]([CH:24]2[CH2:26][CH2:25]2)=[O:23])=[N:17][CH:18]=1, predict the reactants needed to synthesize it. The reactants are: [CH2:1]([N:4]1[C:8]([C:9]2[NH:13][CH:12]=[N:11][N:10]=2)=[CH:7][C:6]([C:14]2[C:19]([CH3:20])=[CH:18][N:17]=[C:16]([NH:21][C:22]([CH:24]3[CH2:26][CH2:25]3)=[O:23])[CH:15]=2)=[CH:5]1)[CH:2]=[CH2:3]. (6) Given the product [Cl:1][C:2]1[C:6]([NH:7][C:8](=[O:10])[CH3:9])=[CH:5][N:4]([C:12]2[CH:13]=[N:14][CH:15]=[CH:16][CH:17]=2)[N:3]=1, predict the reactants needed to synthesize it. The reactants are: [Cl:1][C:2]1[C:6]([NH:7][C:8](=[O:10])[CH3:9])=[CH:5][NH:4][N:3]=1.Br[C:12]1[CH:13]=[N:14][CH:15]=[CH:16][CH:17]=1.IC1C=NC=CC=1.P([O-])([O-])([O-])=O.[K+].[K+].[K+].CNCCNC. (7) Given the product [CH3:22][C:2]([CH3:21])([CH3:1])[C@@H:3]([N:5]([CH2:10][CH2:11][C:12]([C:14]1[CH:19]=[CH:18][C:17]([F:20])=[CH:16][CH:15]=1)([OH:13])[CH2:28][CH:24]=[CH2:25])[C:6](=[O:9])[O:7][CH3:8])[CH3:4], predict the reactants needed to synthesize it. The reactants are: [CH3:1][C:2]([CH3:22])([CH3:21])[C@@H:3]([N:5]([CH2:10][CH2:11][C:12]([C:14]1[CH:19]=[CH:18][C:17]([F:20])=[CH:16][CH:15]=1)=[O:13])[C:6](=[O:9])[O:7][CH3:8])[CH3:4].[Br-].[CH2:24]1[CH2:28]OC[CH2:25]1.